This data is from Peptide-MHC class I binding affinity with 185,985 pairs from IEDB/IMGT. The task is: Regression. Given a peptide amino acid sequence and an MHC pseudo amino acid sequence, predict their binding affinity value. This is MHC class I binding data. (1) The peptide sequence is REPTDLKQF. The MHC is HLA-B40:02 with pseudo-sequence HLA-B40:02. The binding affinity (normalized) is 0.361. (2) The peptide sequence is LVFLILCFT. The MHC is HLA-A02:06 with pseudo-sequence HLA-A02:06. The binding affinity (normalized) is 0.333.